From a dataset of Reaction yield outcomes from USPTO patents with 853,638 reactions. Predict the reaction yield, written as a fraction of the theoretical maximum amount of product (1.0 means a 100% yield; for example, 0.34 means a 34% yield). (1) The reactants are C(=O)([O-])[O-].[Na+].[Na+].Br[C:8]1[CH:13]=[CH:12][C:11]([C:14]([CH3:21])([O:16][Si:17]([CH3:20])([CH3:19])[CH3:18])[CH3:15])=[CH:10][CH:9]=1.[CH2:22]([C:24]([C:43]1[CH:56]=[CH:55][C:46]([O:47][CH2:48][C@@H:49]2[O:53][C:52](=[O:54])[CH2:51][CH2:50]2)=[C:45]([CH3:57])[CH:44]=1)([C:27]1[CH:32]=[CH:31][C:30](B2OC(C)(C)C(C)(C)O2)=[C:29]([CH3:42])[CH:28]=1)[CH2:25][CH3:26])[CH3:23].C(OCC)(=O)C. The catalyst is CN(C)C=O. The product is [CH2:22]([C:24]([C:43]1[CH:56]=[CH:55][C:46]([O:47][CH2:48][C@@H:49]2[O:53][C:52](=[O:54])[CH2:51][CH2:50]2)=[C:45]([CH3:57])[CH:44]=1)([C:27]1[CH:32]=[CH:31][C:30]([C:8]2[CH:13]=[CH:12][C:11]([C:14]([CH3:21])([O:16][Si:17]([CH3:20])([CH3:19])[CH3:18])[CH3:15])=[CH:10][CH:9]=2)=[C:29]([CH3:42])[CH:28]=1)[CH2:25][CH3:26])[CH3:23]. The yield is 0.479. (2) The reactants are [Si:1]([O:8][CH:9]([C:27]1([C:30]([O:32]CC)=O)[CH2:29][CH2:28]1)[CH:10]([N:12](CC1C=CC=CC=1)CC1C=CC=CC=1)[CH3:11])([C:4]([CH3:7])([CH3:6])[CH3:5])([CH3:3])[CH3:2]. The catalyst is CO.[OH-].[Pd+2].[OH-].[C]. The product is [Si:1]([O:8][CH:9]1[C:27]2([CH2:29][CH2:28]2)[C:30](=[O:32])[NH:12][CH:10]1[CH3:11])([C:4]([CH3:7])([CH3:6])[CH3:5])([CH3:3])[CH3:2]. The yield is 0.228. (3) The reactants are [N+:1]([C:4]1[CH:5]=[N:6][CH:7]=[CH:8][C:9]=1[C:10]1[O:15][C@H:14]([CH:16]=O)[C@@H:13]([O:18][Si:19]([CH:26]([CH3:28])[CH3:27])([CH:23]([CH3:25])[CH3:24])[CH:20]([CH3:22])[CH3:21])[C@H:12]([O:29][Si:30]([CH:37]([CH3:39])[CH3:38])([CH:34]([CH3:36])[CH3:35])[CH:31]([CH3:33])[CH3:32])[CH:11]=1)([O-:3])=[O:2].ON.C[O-].[Na+].[N:45]1C=CC=CC=1.C(OC(=O)C)(=O)C.C([O-])(=O)C.[Na+]. The catalyst is O.CO.CO.C(O)(=O)C. The product is [N+:1]([C:4]1[CH:5]=[N:6][CH:7]=[CH:8][C:9]=1[C:10]1[O:15][C@H:14]([C:16]#[N:45])[C@@H:13]([O:18][Si:19]([CH:23]([CH3:25])[CH3:24])([CH:26]([CH3:28])[CH3:27])[CH:20]([CH3:22])[CH3:21])[C@H:12]([O:29][Si:30]([CH:31]([CH3:32])[CH3:33])([CH:34]([CH3:36])[CH3:35])[CH:37]([CH3:38])[CH3:39])[CH:11]=1)([O-:3])=[O:2]. The yield is 0.486.